Dataset: Antibody paratope prediction from SAbDab with 1,023 antibody chains. Task: Token-level Classification. Given an antibody amino acid sequence, predict which amino acid positions are active in antigen binding. Output is a list of indices for active paratope positions. Given the antibody sequence: QIQLQESGPGLVTPSQSLTLTCSVTGDSITSYHWSWIRQFPGKKLEWMGYIYNSGGTDYNPSLKSRVSITREISRNQLFLQLNSVTTEDTATYYCARRDYGTYYFDYWGQGTMVTVSS, which amino acid positions are active in antigen binding (paratope)? The paratope positions are: [52, 82, 83, 84, 103, 104].